Dataset: Peptide-MHC class I binding affinity with 185,985 pairs from IEDB/IMGT. Task: Regression. Given a peptide amino acid sequence and an MHC pseudo amino acid sequence, predict their binding affinity value. This is MHC class I binding data. (1) The peptide sequence is MIYELCTFR. The MHC is HLA-A01:01 with pseudo-sequence HLA-A01:01. The binding affinity (normalized) is 0.0847. (2) The peptide sequence is NIIKNKKSI. The MHC is HLA-A02:03 with pseudo-sequence HLA-A02:03. The binding affinity (normalized) is 0.0311. (3) The peptide sequence is KLYPNVDFY. The MHC is HLA-B18:01 with pseudo-sequence HLA-B18:01. The binding affinity (normalized) is 0.0847. (4) The peptide sequence is NIVMLHTTER. The MHC is HLA-A68:01 with pseudo-sequence HLA-A68:01. The binding affinity (normalized) is 0.738. (5) The peptide sequence is RSKQKIGDLR. The MHC is HLA-A68:01 with pseudo-sequence HLA-A68:01. The binding affinity (normalized) is 0.337. (6) The peptide sequence is HPEIVIYQY. The MHC is HLA-A02:01 with pseudo-sequence HLA-A02:01. The binding affinity (normalized) is 0. (7) The peptide sequence is IMANRAQVL. The MHC is HLA-A69:01 with pseudo-sequence HLA-A69:01. The binding affinity (normalized) is 0.0847.